This data is from Full USPTO retrosynthesis dataset with 1.9M reactions from patents (1976-2016). The task is: Predict the reactants needed to synthesize the given product. Given the product [OH:22][CH2:2][C:3]([NH:5][C:6]1[CH:7]=[CH:8][CH:9]=[C:10]2[C:15]=1[CH:14]=[C:13]([O:16][S:17]([CH3:20])(=[O:19])=[O:18])[CH:12]=[CH:11]2)=[O:4], predict the reactants needed to synthesize it. The reactants are: Cl[CH2:2][C:3]([NH:5][C:6]1[CH:7]=[CH:8][CH:9]=[C:10]2[C:15]=1[CH:14]=[C:13]([O:16][S:17]([CH3:20])(=[O:19])=[O:18])[CH:12]=[CH:11]2)=[O:4].C(CN)[OH:22].